Task: Predict the product of the given reaction.. Dataset: Forward reaction prediction with 1.9M reactions from USPTO patents (1976-2016) (1) Given the reactants [CH2:1]([O:3][C:4](=[O:24])[CH:5]([N:7]1[C:15]2[C:10](=[CH:11][C:12]([O:16][CH2:17][C:18]3[CH:23]=[CH:22][CH:21]=[CH:20][CH:19]=3)=[CH:13][CH:14]=2)[CH:9]=[CH:8]1)[CH3:6])[CH3:2].[Li+].[CH3:26]C([N-]C(C)C)C.CI, predict the reaction product. The product is: [CH2:1]([O:3][C:4](=[O:24])[C:5]([N:7]1[C:15]2[C:10](=[CH:11][C:12]([O:16][CH2:17][C:18]3[CH:23]=[CH:22][CH:21]=[CH:20][CH:19]=3)=[CH:13][CH:14]=2)[CH:9]=[CH:8]1)([CH3:26])[CH3:6])[CH3:2]. (2) The product is: [C:7]([O:11][C:12]([NH:14][C@@:15]1([C:50]([O:52][C:53]([CH3:56])([CH3:55])[CH3:54])=[O:51])[C@H:20]([O:21][CH2:22][C:23]2[CH:28]=[CH:27][C:26]([Cl:29])=[C:25]([Cl:30])[CH:24]=2)[C@@H:19]([OH:31])[C@@H:18]2[C@H:16]1[C@H:17]2[C:43]([O:45][C:46]([CH3:48])([CH3:47])[CH3:49])=[O:44])=[O:13])([CH3:10])([CH3:8])[CH3:9]. Given the reactants C(=O)([O-])[O-].[K+].[K+].[C:7]([O:11][C:12]([NH:14][C@@:15]1([C:50]([O:52][C:53]([CH3:56])([CH3:55])[CH3:54])=[O:51])[C@H:20]([O:21][CH2:22][C:23]2[CH:28]=[CH:27][C:26]([Cl:29])=[C:25]([Cl:30])[CH:24]=2)[C@@H:19]([O:31]C(C2C=CC([N+]([O-])=O)=CC=2)=O)[C@@H:18]2[C@H:16]1[C@H:17]2[C:43]([O:45][C:46]([CH3:49])([CH3:48])[CH3:47])=[O:44])=[O:13])([CH3:10])([CH3:9])[CH3:8], predict the reaction product. (3) Given the reactants [O:1]1[C:5]2[CH:6]=[CH:7][C:8]([C:10]3[S:11][CH:12]=[C:13]([C:15]([OH:17])=O)[N:14]=3)=[CH:9][C:4]=2[CH2:3][CH2:2]1.[NH2:18][C:19]1[NH:23][C:22]2[CH:24]=[CH:25][C:26]([C:28]([N:30]3[CH2:35][CH2:34][O:33][CH2:32][CH2:31]3)=[O:29])=[CH:27][C:21]=2[N:20]=1.F[P-](F)(F)(F)(F)F.N1(OC(N(C)C)=[N+](C)C)C2C=CC=CC=2N=N1.C(N(CC)C(C)C)(C)C, predict the reaction product. The product is: [O:1]1[C:5]2[CH:6]=[CH:7][C:8]([C:10]3[S:11][CH:12]=[C:13]([C:15]([NH:18][C:19]4[NH:23][C:22]5[CH:24]=[CH:25][C:26]([C:28]([N:30]6[CH2:35][CH2:34][O:33][CH2:32][CH2:31]6)=[O:29])=[CH:27][C:21]=5[N:20]=4)=[O:17])[N:14]=3)=[CH:9][C:4]=2[CH2:3][CH2:2]1. (4) Given the reactants [ClH:1].[N+:2]([C:5]1[CH:12]=[CH:11][C:8]([CH2:9][NH2:10])=[CH:7][CH:6]=1)([O-:4])=[O:3].C(N(C(C)C)CC)(C)C.[NH:22](C(OC(C)(C)C)=O)[CH2:23][C:24]([O:26]N1C(=O)CCC1=O)=[O:25], predict the reaction product. The product is: [NH2:22][CH2:23][C:24]([OH:26])=[O:25].[ClH:1].[N+:2]([C:5]1[CH:6]=[CH:7][C:8]([CH2:9][NH-:10])=[CH:11][CH:12]=1)([O-:4])=[O:3]. (5) Given the reactants C([O:3][C:4](=[O:15])[CH2:5][C@@H:6]([CH2:11][N+:12]([O-])=O)[CH2:7][CH:8]([CH3:10])[CH3:9])C.[OH-].[K+], predict the reaction product. The product is: [CH3:10][CH:8]([CH2:7][C@H:6]([CH2:11][NH2:12])[CH2:5][C:4]([OH:15])=[O:3])[CH3:9].